This data is from hERG Central: cardiac toxicity at 1µM, 10µM, and general inhibition. The task is: Predict hERG channel inhibition at various concentrations. (1) The compound is CN1CCN(C(=O)C2=C[C@H](C3CCCCC3)C[C@H](OCc3ccc(CO)cc3)O2)CC1. Results: hERG_inhib (hERG inhibition (general)): blocker. (2) The drug is O=C(c1ccc2c(c1)OCO2)C1CCCN(C2CCN(CCc3ccccc3)CC2)C1. Results: hERG_inhib (hERG inhibition (general)): blocker. (3) The drug is CCOc1ccc(CN2CCN(Cc3cccc4nonc34)CC2CCO)cc1. Results: hERG_inhib (hERG inhibition (general)): blocker.